This data is from Forward reaction prediction with 1.9M reactions from USPTO patents (1976-2016). The task is: Predict the product of the given reaction. (1) Given the reactants ClC(OC1C=C[C:8]([N+:11]([O-])=O)=CC=1)=O.[NH2:14][C:15]1[CH:20]=[CH:19][C:18]([N:21]2[C:25]([CH2:26][CH2:27][CH3:28])=[C:24]([C:29]([NH:31][CH:32]3[CH2:34][CH2:33]3)=[O:30])[N:23]=[N:22]2)=[CH:17][CH:16]=1.N.C(OCC)(=[O:38])C, predict the reaction product. The product is: [NH2:11][C:8]([NH:14][C:15]1[CH:20]=[CH:19][C:18]([N:21]2[C:25]([CH2:26][CH2:27][CH3:28])=[C:24]([C:29]([NH:31][CH:32]3[CH2:33][CH2:34]3)=[O:30])[N:23]=[N:22]2)=[CH:17][CH:16]=1)=[O:38]. (2) Given the reactants [NH2:1][C:2]1[CH2:7][CH2:6][CH2:5][C:4](=[O:8])[CH:3]=1.[C:9](OC)(=[O:12])[C:10]#[CH:11], predict the reaction product. The product is: [OH:12][C:9]1[CH:10]=[CH:11][C:3]2[C:4](=[O:8])[CH2:5][CH2:6][CH2:7][C:2]=2[N:1]=1.